This data is from Catalyst prediction with 721,799 reactions and 888 catalyst types from USPTO. The task is: Predict which catalyst facilitates the given reaction. (1) Reactant: Cl[C:2]1[C:11]2[C:6](=[CH:7][CH:8]=[C:9]([N+:12]([O-:14])=[O:13])[CH:10]=2)[N:5]=[CH:4][C:3]=1[C:15]#[N:16].[CH3:17][C:18]1[C:22]([CH3:23])=[C:21]([NH2:24])[O:20][N:19]=1. Product: [CH3:17][C:18]1[C:22]([CH3:23])=[C:21]([NH:24][C:2]2[C:11]3[C:6](=[CH:7][CH:8]=[C:9]([N+:12]([O-:14])=[O:13])[CH:10]=3)[N:5]=[CH:4][C:3]=2[C:15]#[N:16])[O:20][N:19]=1. The catalyst class is: 14. (2) Reactant: [Br:1][C:2]1[CH:3]=[C:4]([NH2:9])[C:5]([Cl:8])=[N:6][CH:7]=1.[CH3:10][C:11]([CH3:13])=O.FC(F)(F)C(O)=O.C(O[BH-](OC(=O)C)OC(=O)C)(=O)C.[Na+]. Product: [Br:1][C:2]1[CH:3]=[C:4]([NH:9][CH:11]([CH3:13])[CH3:10])[C:5]([Cl:8])=[N:6][CH:7]=1. The catalyst class is: 480. (3) Reactant: Cl.[CH3:2][O:3][C:4](=[O:14])[C@H:5]([CH2:7][C:8]1[CH:13]=[CH:12][CH:11]=[CH:10][CH:9]=1)[NH2:6].C([O-])(O)=O.[Na+].CC(O)=O.[S:24]1[CH:28]=[C:27]([CH:29]=O)[N:26]=[CH:25]1.[BH-](OC(C)=O)(OC(C)=O)OC(C)=O.[Na+]. Product: [C:8]1([CH2:7][C@H:5]([NH:6][CH2:29][C:27]2[N:26]=[CH:25][S:24][CH:28]=2)[C:4]([O:3][CH3:2])=[O:14])[CH:13]=[CH:12][CH:11]=[CH:10][CH:9]=1. The catalyst class is: 2. (4) Reactant: [C:1]1(B(O)O)[CH:6]=[CH:5][CH:4]=[CH:3][CH:2]=1.[CH3:10][O:11][CH2:12][CH2:13][NH2:14]. Product: [CH3:10][O:11][CH2:12][CH2:13][NH:14][C:1]1[CH:6]=[CH:5][CH:4]=[CH:3][CH:2]=1. The catalyst class is: 302.